From a dataset of Retrosynthesis with 50K atom-mapped reactions and 10 reaction types from USPTO. Predict the reactants needed to synthesize the given product. The reactants are: CN(C)CC1CCc2ccccc2C1=O.COc1cccc(CCl)c1. Given the product COc1cccc(CC2(O)c3ccccc3CCC2CN(C)C)c1, predict the reactants needed to synthesize it.